From a dataset of Reaction yield outcomes from USPTO patents with 853,638 reactions. Predict the reaction yield, written as a fraction of the theoretical maximum amount of product (1.0 means a 100% yield; for example, 0.34 means a 34% yield). (1) The reactants are CS[CH2:3][CH2:4][NH:5][C:6](=[O:11])[C:7]([F:10])([F:9])[F:8].O[O:13][S:14]([O-:16])=O.[K+].OS([O-])(=O)=O.[K+].[CH3:24]O. The catalyst is O. The product is [CH3:24][S:14]([CH2:3][CH2:4][NH:5][C:6](=[O:11])[C:7]([F:10])([F:9])[F:8])(=[O:16])=[O:13]. The yield is 0.520. (2) The reactants are [N:1]1([C:7]2[NH:8][C:9]3[C:14]([C:15](=[O:17])[CH:16]=2)=[CH:13][CH:12]=[CH:11][C:10]=3[C:18]2[C:23]3[S:24][C:25]4[CH:30]=[CH:29][CH:28]=[CH:27][C:26]=4[C:22]=3[C:21]([N+:31]([O-])=O)=[CH:20][CH:19]=2)[CH2:6][CH2:5][O:4][CH2:3][CH2:2]1. The catalyst is CC(O)=O.[Zn]. The product is [NH2:31][C:21]1[C:22]2[C:26]3[CH:27]=[CH:28][CH:29]=[CH:30][C:25]=3[S:24][C:23]=2[C:18]([C:10]2[CH:11]=[CH:12][CH:13]=[C:14]3[C:9]=2[NH:8][C:7]([N:1]2[CH2:6][CH2:5][O:4][CH2:3][CH2:2]2)=[CH:16][C:15]3=[O:17])=[CH:19][CH:20]=1. The yield is 0.854. (3) The reactants are [CH2:1]([O:3][C:4]1[C:8]([CH2:9][CH2:10][CH2:11][OH:12])=[CH:7][N:6]([C:13]2[CH:18]=[CH:17][C:16]([C:19]([F:22])([F:21])[F:20])=[CH:15][N:14]=2)[N:5]=1)[CH3:2].O[C:24]1[CH:25]=[C:26]([CH2:30][CH2:31][C:32]([O:34]C)=[O:33])[CH:27]=[CH:28][CH:29]=1.C(P(CCCC)CCCC)CCC.N(C(N1CCCCC1)=O)=NC(N1CCCCC1)=O. The catalyst is O1CCCC1. The product is [CH2:1]([O:3][C:4]1[C:8]([CH2:9][CH2:10][CH2:11][O:12][C:28]2[CH:27]=[C:26]([CH2:30][CH2:31][C:32]([OH:34])=[O:33])[CH:25]=[CH:24][CH:29]=2)=[CH:7][N:6]([C:13]2[CH:18]=[CH:17][C:16]([C:19]([F:21])([F:20])[F:22])=[CH:15][N:14]=2)[N:5]=1)[CH3:2]. The yield is 0.730. (4) The reactants are [CH3:1][C:2]1[N:3]([C@H:8]2[CH2:12][C@@:11]([CH2:17][CH3:18])([C:13]([O:15]C)=[O:14])[CH:10]=[CH:9]2)[C:4]([CH3:7])=[CH:5][CH:6]=1.[OH-].[Na+]. The catalyst is CO. The product is [CH3:7][C:4]1[N:3]([C@H:8]2[CH2:12][C@@:11]([CH2:17][CH3:18])([C:13]([OH:15])=[O:14])[CH:10]=[CH:9]2)[C:2]([CH3:1])=[CH:6][CH:5]=1. The yield is 0.970. (5) The product is [NH2:8][C:5]1[N:6]=[CH:7][C:2]([C:27]2[CH:36]=[CH:35][C:30]([C:31]([O:33][CH3:34])=[O:32])=[CH:29][CH:28]=2)=[N:3][C:4]=1[NH:9][CH2:10][C:11]1[C:16]([Cl:17])=[CH:15][CH:14]=[CH:13][C:12]=1[Cl:18]. The catalyst is COCCOC. The reactants are Br[C:2]1[N:3]=[C:4]([NH:9][CH2:10][C:11]2[C:16]([Cl:17])=[CH:15][CH:14]=[CH:13][C:12]=2[Cl:18])[C:5]([NH2:8])=[N:6][CH:7]=1.CC1(C)C(C)(C)OB([C:27]2[CH:36]=[CH:35][C:30]([C:31]([O:33][CH3:34])=[O:32])=[CH:29][CH:28]=2)O1.C([O-])([O-])=O.[Na+].[Na+]. The yield is 0.880.